Dataset: Peptide-MHC class I binding affinity with 185,985 pairs from IEDB/IMGT. Task: Regression. Given a peptide amino acid sequence and an MHC pseudo amino acid sequence, predict their binding affinity value. This is MHC class I binding data. (1) The MHC is HLA-A02:06 with pseudo-sequence HLA-A02:06. The peptide sequence is YMYDFKDL. The binding affinity (normalized) is 0.385. (2) The peptide sequence is FENDIDEIL. The MHC is HLA-B08:02 with pseudo-sequence HLA-B08:02. The binding affinity (normalized) is 0.0847. (3) The peptide sequence is SEVPNLDII. The MHC is HLA-B40:01 with pseudo-sequence HLA-B40:01. The binding affinity (normalized) is 0.545. (4) The peptide sequence is HYLCLNCLS. The MHC is HLA-A01:01 with pseudo-sequence HLA-A01:01. The binding affinity (normalized) is 0.240. (5) The peptide sequence is PVEKDVWEQWW. The MHC is Mamu-A02 with pseudo-sequence Mamu-A02. The binding affinity (normalized) is 0.